This data is from Full USPTO retrosynthesis dataset with 1.9M reactions from patents (1976-2016). The task is: Predict the reactants needed to synthesize the given product. (1) Given the product [C:1]([O:5][C:6](=[O:45])[NH:7][C@@H:8]1[C:9](=[O:10])[N:11]2[CH2:15][C@H:14]([OH:16])[CH2:13][C@H:12]2[C:17](=[O:35])[NH:18][C@:19]2([C:24](=[O:34])[NH:25][S:26]([C:29]3([CH2:32][F:33])[CH2:31][CH2:30]3)(=[O:27])=[O:28])[CH2:21][C@H:20]2[CH:22]=[CH:23][CH2:40][CH2:39][CH:38]([CH3:43])[CH2:37][C@H:36]1[CH3:44])([CH3:2])([CH3:3])[CH3:4], predict the reactants needed to synthesize it. The reactants are: [C:1]([O:5][C:6](=[O:45])[NH:7][C@@H:8]([C@H:36]([CH3:44])[CH2:37][CH:38]([CH3:43])[CH2:39][CH2:40]C=C)[C:9]([N:11]1[CH2:15][C@H:14]([OH:16])[CH2:13][C@H:12]1[C:17](=[O:35])[NH:18][C@:19]1([C:24](=[O:34])[NH:25][S:26]([C:29]2([CH2:32][F:33])[CH2:31][CH2:30]2)(=[O:28])=[O:27])[CH2:21][C@H:20]1[CH:22]=[CH2:23])=[O:10])([CH3:4])([CH3:3])[CH3:2]. (2) Given the product [O:1]1[CH2:6][CH2:5][N:4]([C:7]2[C:8]3[N:9]([C:13]([C:28]4[CH:29]=[CH:30][C:31]([C:32]([O:34][C:35]([CH3:36])([CH3:37])[CH3:38])=[O:33])=[CH:39][CH:40]=4)=[C:14]([CH2:16][CH2:17][C:18]4[CH:27]=[CH:26][C:25]5[CH2:24][CH2:23][CH2:22][CH2:21][C:20]=5[N:19]=4)[N:15]=3)[N:10]=[CH:11][CH:12]=2)[CH2:3][CH2:2]1, predict the reactants needed to synthesize it. The reactants are: [O:1]1[CH2:6][CH2:5][N:4]([C:7]2[C:8]3[N:9]([C:13]([C:28]4[CH:40]=[CH:39][C:31]([C:32]([O:34][C:35]([CH3:38])([CH3:37])[CH3:36])=[O:33])=[CH:30][CH:29]=4)=[C:14](/[CH:16]=[CH:17]/[C:18]4[CH:27]=[CH:26][C:25]5[CH2:24][CH2:23][CH2:22][CH2:21][C:20]=5[N:19]=4)[N:15]=3)[N:10]=[CH:11][CH:12]=2)[CH2:3][CH2:2]1.CC1C=CC(S(NN)(=O)=O)=CC=1.C([O-])(=O)C.[Na+]. (3) The reactants are: [CH2:1]([N:3]1[C:7]([CH2:8][C:9]2[C:17]3[C:12](=[N:13][CH:14]=[CH:15][CH:16]=3)[NH:11][CH:10]=2)=[CH:6][C:5]([NH:18][CH2:19][C:20]2[CH:25]=[CH:24][C:23]([F:26])=[CH:22][CH:21]=2)=[N:4]1)[CH3:2].[Cl:27]N1C(=O)CCC1=O. Given the product [Cl:27][C:6]1[C:5](/[N:18]=[CH:19]/[C:20]2[CH:21]=[CH:22][C:23]([F:26])=[CH:24][CH:25]=2)=[N:4][N:3]([CH2:1][CH3:2])[C:7]=1[CH2:8][C:9]1[C:17]2[C:12](=[N:13][CH:14]=[CH:15][CH:16]=2)[NH:11][CH:10]=1, predict the reactants needed to synthesize it. (4) Given the product [CH3:5][C:6]1[C:14]([N+:15]([O-:17])=[O:16])=[CH:13][C:9]([C:10]([O:12][CH3:21])=[O:11])=[CH:8][C:7]=1[N+:18]([O-:20])=[O:19], predict the reactants needed to synthesize it. The reactants are: S(Cl)(Cl)=O.[CH3:5][C:6]1[C:14]([N+:15]([O-:17])=[O:16])=[CH:13][C:9]([C:10]([OH:12])=[O:11])=[CH:8][C:7]=1[N+:18]([O-:20])=[O:19].[CH3:21]O. (5) Given the product [F:23][C:24]1[CH:25]=[CH:26][C:27]([CH3:31])=[C:28]([NH:30][C:7]2[C:12]([CH3:13])=[C:11]([CH3:14])[N:10]=[C:9]([NH:15][CH2:16][C:17]3[CH:22]=[CH:21][CH:20]=[CH:19][N:18]=3)[N:8]=2)[CH:29]=1, predict the reactants needed to synthesize it. The reactants are: C1(N[C:7]2[C:12]([CH3:13])=[C:11]([CH3:14])[N:10]=[C:9]([NH:15][CH2:16][C:17]3[CH:22]=[CH:21][CH:20]=[CH:19][N:18]=3)[N:8]=2)CCCC1.[F:23][C:24]1[CH:25]=[CH:26][C:27]([CH3:31])=[C:28]([NH2:30])[CH:29]=1. (6) Given the product [Cl:1][C:2]1[C:7]([Cl:8])=[CH:6][C:5]([NH:9][C:10]2[C:19]3[C:14](=[CH:15][C:16]([O:23][CH2:24][CH2:25][O:26][CH2:27][CH2:28][O:29][CH2:71][CH2:70][O:69][CH2:68][CH2:67][O:66][CH2:65][CH2:64][O:63][CH2:62][CH2:61][OH:60])=[C:17]([N+:20]([O-:22])=[O:21])[CH:18]=3)[N:13]=[CH:12][N:11]=2)=[C:4]([F:30])[CH:3]=1, predict the reactants needed to synthesize it. The reactants are: [Cl:1][C:2]1[C:7]([Cl:8])=[CH:6][C:5]([NH:9][C:10]2[C:19]3[C:14](=[CH:15][C:16]([O:23][CH2:24][CH2:25][O:26][CH2:27][CH2:28][OH:29])=[C:17]([N+:20]([O-:22])=[O:21])[CH:18]=3)[N:13]=[CH:12][N:11]=2)=[C:4]([F:30])[CH:3]=1.ClC1C(Cl)=CC(NC2C3C(=CC(F)=C([N+]([O-])=O)C=3)N=CN=2)=C(F)C=1.C([Si](C)(C)[O:60][CH2:61][CH2:62][O:63][CH2:64][CH2:65][O:66][CH2:67][CH2:68][O:69][CH2:70][CH2:71]OCCOCCO)(C)(C)C.[K]. (7) Given the product [Br:1][C:2]1[CH:9]=[C:8]([N:17]2[CH2:18][CH2:19][C@H:15]([C:12]([OH:11])([CH3:14])[CH3:13])[C@@H:16]2[CH3:20])[CH:7]=[CH:6][C:3]=1[C:4]#[N:5], predict the reactants needed to synthesize it. The reactants are: [Br:1][C:2]1[CH:9]=[C:8](F)[CH:7]=[CH:6][C:3]=1[C:4]#[N:5].[OH:11][C:12]([C@H:15]1[CH2:19][CH2:18][NH:17][C@H:16]1[CH3:20])([CH3:14])[CH3:13].C(=O)([O-])[O-].[Li+].[Li+]. (8) The reactants are: [F:1][C:2]([F:14])([F:13])[C:3]([CH:5]1[C:10](=[O:11])[CH2:9][CH2:8][CH2:7][C:6]1=O)=O.O.[NH2:16][NH2:17]. Given the product [F:1][C:2]([F:14])([F:13])[C:3]1[C:5]2[C:10](=[O:11])[CH2:9][CH2:8][CH2:7][C:6]=2[NH:17][N:16]=1, predict the reactants needed to synthesize it.